Dataset: Forward reaction prediction with 1.9M reactions from USPTO patents (1976-2016). Task: Predict the product of the given reaction. (1) Given the reactants [CH3:1][C:2]1[C:31]([C:32]([F:35])([F:34])[F:33])=[CH:30][CH:29]=[CH:28][C:3]=1[CH2:4][N:5]1[C:10](=[O:11])[C:9]([C:12](O)=[O:13])=[CH:8][N:7]([C:15]2[CH:20]=[CH:19][C:18]([N:21]3[CH2:25][CH2:24][NH:23][C:22]3=[O:26])=[CH:17][CH:16]=2)[C:6]1=[O:27].[C:36]([O:40][CH2:41][C@@H:42]([C:44]([O:46][CH3:47])=[O:45])[NH2:43])([CH3:39])([CH3:38])[CH3:37].CN(C(ON1N=NC2C=CC=CC1=2)=[N+](C)C)C.[B-](F)(F)(F)F.CN1CCOCC1, predict the reaction product. The product is: [C:36]([O:40][CH2:41][C@@H:42]([C:44]([O:46][CH3:47])=[O:45])[NH:43][C:12]([C:9]1[C:10](=[O:11])[N:5]([CH2:4][C:3]2[CH:28]=[CH:29][CH:30]=[C:31]([C:32]([F:35])([F:34])[F:33])[C:2]=2[CH3:1])[C:6](=[O:27])[N:7]([C:15]2[CH:16]=[CH:17][C:18]([N:21]3[CH2:25][CH2:24][NH:23][C:22]3=[O:26])=[CH:19][CH:20]=2)[CH:8]=1)=[O:13])([CH3:39])([CH3:38])[CH3:37]. (2) Given the reactants [CH3:1][N:2]([CH3:26])[C:3]([CH2:5]P(=O)(OCCCCCCCC)OCCCCCCCC)=[O:4].[H-].[Na+].[C:29]([C:33]1[CH:34]=[C:35]([C:39]2([NH:46][CH2:47][CH:48]([OH:63])[CH:49]([NH:59][C:60](=[O:62])[CH3:61])[CH2:50][C:51]3[CH:56]=[C:55]([F:57])[CH:54]=[C:53]([F:58])[CH:52]=3)[CH2:44][CH2:43][C:42](=O)[CH2:41][CH2:40]2)[CH:36]=[CH:37][CH:38]=1)([CH3:32])([CH3:31])[CH3:30], predict the reaction product. The product is: [C:60]([NH:59][CH:49]([CH2:50][C:51]1[CH:56]=[C:55]([F:57])[CH:54]=[C:53]([F:58])[CH:52]=1)[CH:48]([OH:63])[CH2:47][NH:46][C:39]1([C:35]2[CH:36]=[CH:37][CH:38]=[C:33]([C:29]([CH3:32])([CH3:31])[CH3:30])[CH:34]=2)[CH2:44][CH2:43][C:42](=[CH:5][C:3]([N:2]([CH3:26])[CH3:1])=[O:4])[CH2:41][CH2:40]1)(=[O:62])[CH3:61]. (3) Given the reactants [F:1][C:2]1[C:3]([C:11]2[CH:16]=[CH:15][C:14]([OH:17])=[CH:13][CH:12]=2)=[N:4][CH:5]=[C:6]([CH:10]=1)[C:7]([NH2:9])=O.C(OC(C(F)(F)F)=O)(C(F)(F)F)=O.Cl, predict the reaction product. The product is: [F:1][C:2]1[C:3]([C:11]2[CH:16]=[CH:15][C:14]([OH:17])=[CH:13][CH:12]=2)=[N:4][CH:5]=[C:6]([CH:10]=1)[C:7]#[N:9]. (4) Given the reactants Br[C:2]1[CH:7]=[CH:6][C:5]([C:8]2[O:12][N:11]=[C:10]([CH3:13])[C:9]=2[CH2:14][S:15][CH2:16][CH2:17][C:18]2[CH:23]=[CH:22][CH:21]=[CH:20][CH:19]=2)=[CH:4][CH:3]=1.[CH2:24]([O:26][C:27](=[O:45])[CH:28]([C:30]1[CH:35]=[CH:34][C:33](B2OC(C)(C)C(C)(C)O2)=[CH:32][CH:31]=1)[CH3:29])[CH3:25], predict the reaction product. The product is: [CH2:24]([O:26][C:27](=[O:45])[CH:28]([C:30]1[CH:35]=[CH:34][C:33]([C:2]2[CH:7]=[CH:6][C:5]([C:8]3[O:12][N:11]=[C:10]([CH3:13])[C:9]=3[CH2:14][S:15][CH2:16][CH2:17][C:18]3[CH:23]=[CH:22][CH:21]=[CH:20][CH:19]=3)=[CH:4][CH:3]=2)=[CH:32][CH:31]=1)[CH3:29])[CH3:25]. (5) Given the reactants [C:1]([O:5][C:6]([NH:8][CH:9](P(OC)(OC)=O)[C:10]([O:12][CH3:13])=[O:11])=[O:7])([CH3:4])([CH3:3])[CH3:2].N12CCCN=C1CCCCC2.[Br:31][C:32]1[CH:33]=[C:34]([CH:37]=[CH:38][C:39]=1[O:40][CH3:41])[CH:35]=O.Cl, predict the reaction product. The product is: [Br:31][C:32]1[CH:33]=[C:34](/[CH:35]=[C:9](\[NH:8][C:6]([O:5][C:1]([CH3:2])([CH3:3])[CH3:4])=[O:7])/[C:10]([O:12][CH3:13])=[O:11])[CH:37]=[CH:38][C:39]=1[O:40][CH3:41]. (6) The product is: [Cl:24][C:20]1[N:19]=[C:18]([C:17]2[S:16][C:15]([CH:25]3[CH2:30][CH2:29][O:28][CH2:27][CH2:26]3)=[N:14][C:13]=2[C:9]2[C:8]([F:31])=[C:7]([CH:12]=[CH:11][CH:10]=2)[NH2:6])[CH:23]=[CH:22][N:21]=1. Given the reactants C(OC(=O)[NH:6][C:7]1[CH:12]=[CH:11][CH:10]=[C:9]([C:13]2[N:14]=[C:15]([CH:25]3[CH2:30][CH2:29][O:28][CH2:27][CH2:26]3)[S:16][C:17]=2[C:18]2[CH:23]=[CH:22][N:21]=[C:20]([Cl:24])[N:19]=2)[C:8]=1[F:31])C=C.CC(O)=O.C([SnH](CCCC)CCCC)CCC, predict the reaction product. (7) Given the reactants [C:1]([O:19][CH3:20])(=[O:18])[C:2]1[C:3](=[CH:7][C:8](=[C:12]([CH:17]=1)[C:13]([O:15][CH3:16])=[O:14])[C:9]([O-:11])=[O:10])[C:4]([O-:6])=[O:5].S(Cl)([Cl:23])=O, predict the reaction product. The product is: [Cl-:23].[Cl-:23].[C:13]([O:15][CH3:16])(=[O:14])[C:12]1[C:8](=[CH:7][C:3](=[C:2]([CH:17]=1)[C:1]([O:19][CH3:20])=[O:18])[C:4]([O-:6])=[O:5])[C:9]([O-:11])=[O:10]. (8) Given the reactants [C:1]1([N:7]2[C:11]([CH2:12][CH2:13][CH:14]=O)=[CH:10][C:9]([CH3:16])=[N:8]2)[CH:6]=[CH:5][CH:4]=[CH:3][CH:2]=1.[C:17]1([N:23]2[CH2:28][CH2:27][NH:26][CH2:25][CH2:24]2)[CH:22]=[CH:21][CH:20]=[CH:19][CH:18]=1.CCN(C(C)C)C(C)C.[BH-](OC(C)=O)(OC(C)=O)OC(C)=O.[Na+], predict the reaction product. The product is: [C:17]1([N:23]2[CH2:28][CH2:27][N:26]([CH2:14][CH2:13][CH2:12][C:11]3[N:7]([C:1]4[CH:6]=[CH:5][CH:4]=[CH:3][CH:2]=4)[N:8]=[C:9]([CH3:16])[CH:10]=3)[CH2:25][CH2:24]2)[CH:22]=[CH:21][CH:20]=[CH:19][CH:18]=1. (9) Given the reactants [CH2:1]([O:3][C:4]([C@H:6]1[CH2:9][C@H:8]([CH2:10][CH2:11][O:12]CC2C=CC=CC=2)[CH2:7]1)=[O:5])[CH3:2], predict the reaction product. The product is: [CH2:1]([O:3][C:4]([C@H:6]1[CH2:7][C@H:8]([CH2:10][CH2:11][OH:12])[CH2:9]1)=[O:5])[CH3:2]. (10) Given the reactants CC1(C)C(C)(C)OB([C:9]2[CH:34]=[CH:33][C:12]([CH2:13][O:14][C:15]3[C:24]4[C:19](=[C:20]([C:25]([F:28])([F:27])[F:26])[CH:21]=[CH:22][CH:23]=4)[N:18]=[C:17]([C:29]([F:32])([F:31])[F:30])[CH:16]=3)=[CH:11][CH:10]=2)O1.[CH3:36][O:37][C:38](=[O:54])[CH:39]([NH:43][S:44]([C:47]1[CH:52]=[CH:51][C:50](Br)=[CH:49][CH:48]=1)(=[O:46])=[O:45])[CH:40]([CH3:42])[CH3:41].C([O-])([O-])=O.[K+].[K+], predict the reaction product. The product is: [CH3:36][O:37][C:38](=[O:54])[CH:39]([NH:43][S:44]([C:47]1[CH:48]=[CH:49][C:50]([C:9]2[CH:10]=[CH:11][C:12]([CH2:13][O:14][C:15]3[C:24]4[C:19](=[C:20]([C:25]([F:26])([F:28])[F:27])[CH:21]=[CH:22][CH:23]=4)[N:18]=[C:17]([C:29]([F:30])([F:31])[F:32])[CH:16]=3)=[CH:33][CH:34]=2)=[CH:51][CH:52]=1)(=[O:46])=[O:45])[CH:40]([CH3:42])[CH3:41].